This data is from Forward reaction prediction with 1.9M reactions from USPTO patents (1976-2016). The task is: Predict the product of the given reaction. (1) Given the reactants [CH:1]1[CH:9]=[C:8](Cl)[C:7]2[C:3](=[N:4][O:5][N:6]=2)[C:2]=1[N+:11]([O-:13])=[O:12].C([O-])(O)=O.[Na+].[NH2:19][CH2:20][CH2:21][CH2:22][CH2:23][CH2:24][CH2:25][CH2:26][C:27]([OH:29])=[O:28], predict the reaction product. The product is: [N+:11]([C:2]1[C:3]2[C:7](=[N:6][O:5][N:4]=2)[C:8]([NH:19][CH2:20][CH2:21][CH2:22][CH2:23][CH2:24][CH2:25][CH2:26][C:27]([OH:29])=[O:28])=[CH:9][CH:1]=1)([O-:13])=[O:12]. (2) Given the reactants [Br:1][C:2]1C=CC(C(O)=O)=C[N:3]=1.F[C:12]1[CH:18]=[CH:17][C:15]([NH2:16])=C[CH:13]=1.CC[O:21]C1N(C(OCC)=O)C2C(=CC=CC=2)C=C1, predict the reaction product. The product is: [Br:1][C:2]1[N:3]=[CH:13][CH:12]=[CH:18][C:17]=1[C:15]([NH2:16])=[O:21]. (3) Given the reactants [Cl:1][C:2]1[CH:10]=[C:9]2[C:5]([C:6]([C:11]3[N:12]=[C:13]4[C:19]([C:20]([NH:22][CH:23]([CH3:25])[CH3:24])=[O:21])=[CH:18][N:17]([CH2:26][O:27][CH2:28][CH2:29][Si:30]([CH3:33])([CH3:32])[CH3:31])[C:14]4=[N:15][CH:16]=3)=[N:7][NH:8]2)=[CH:4][CH:3]=1.[H-].[Na+].[CH2:36](Br)[C:37]1[CH:42]=[CH:41][CH:40]=[CH:39][CH:38]=1, predict the reaction product. The product is: [CH2:36]([N:8]1[C:9]2[C:5](=[CH:4][CH:3]=[C:2]([Cl:1])[CH:10]=2)[C:6]([C:11]2[N:12]=[C:13]3[C:19]([C:20]([NH:22][CH:23]([CH3:25])[CH3:24])=[O:21])=[CH:18][N:17]([CH2:26][O:27][CH2:28][CH2:29][Si:30]([CH3:31])([CH3:33])[CH3:32])[C:14]3=[N:15][CH:16]=2)=[N:7]1)[C:37]1[CH:42]=[CH:41][CH:40]=[CH:39][CH:38]=1. (4) Given the reactants [CH3:1][S:2]([NH:5][C:6]1[CH:11]=[CH:10][C:9]([C:12]2[N:13]=[C:14]3[C:20]4[CH:21]=[CH:22][CH:23]=[CH:24][C:19]=4[NH:18][C:17]4[N:25]=[CH:26][CH:27]=[CH:28][C:16]=4[N:15]3[C:29]=2[C:30]2[CH:35]=[CH:34][C:33]([C:36]3([NH:40]C(=O)OC(C)(C)C)[CH2:39][CH2:38][CH2:37]3)=[CH:32][CH:31]=2)=[CH:8][CH:7]=1)(=[O:4])=[O:3].[ClH:48].O1CCOCC1, predict the reaction product. The product is: [ClH:48].[ClH:48].[ClH:48].[NH2:40][C:36]1([C:33]2[CH:32]=[CH:31][C:30]([C:29]3[N:15]4[C:16]5[CH:28]=[CH:27][CH:26]=[N:25][C:17]=5[NH:18][C:19]5[CH:24]=[CH:23][CH:22]=[CH:21][C:20]=5[C:14]4=[N:13][C:12]=3[C:9]3[CH:8]=[CH:7][C:6]([NH:5][S:2]([CH3:1])(=[O:4])=[O:3])=[CH:11][CH:10]=3)=[CH:35][CH:34]=2)[CH2:39][CH2:38][CH2:37]1.